From a dataset of Forward reaction prediction with 1.9M reactions from USPTO patents (1976-2016). Predict the product of the given reaction. Given the reactants [CH:1]1([CH2:7][C@@H:8]([C:10]([NH:12][CH2:13][CH2:14][CH2:15][N:16]([CH3:24])C(=O)OC(C)(C)C)=[O:11])[NH2:9])[CH2:6][CH2:5][CH2:4][CH2:3][CH2:2]1.[S:25]1[C:29]2[CH:30]=[CH:31][CH:32]=[CH:33][C:28]=2[CH:27]=[C:26]1[C:34](O)=[O:35].C1C=C2C(N(O)N=NC2=CC=1)=O.CN1CCOCC1.CCN=C=NCCCN(C)C.Cl, predict the reaction product. The product is: [CH:1]1([CH2:7][C@H:8]([NH:9][C:34]([C:26]2[S:25][C:29]3[CH:30]=[CH:31][CH:32]=[CH:33][C:28]=3[CH:27]=2)=[O:35])[C:10]([NH:12][CH2:13][CH2:14][CH2:15][NH:16][CH3:24])=[O:11])[CH2:2][CH2:3][CH2:4][CH2:5][CH2:6]1.